Dataset: Full USPTO retrosynthesis dataset with 1.9M reactions from patents (1976-2016). Task: Predict the reactants needed to synthesize the given product. (1) Given the product [O:33]=[CH:32][C@@H:30]([C@H:29]([C@@H:28]([C@@H:27]([CH2:26][OH:25])[OH:41])[OH:35])[OH:34])[OH:31], predict the reactants needed to synthesize it. The reactants are: C[C@@H]1O[C@@H](O[C@H]2[C@H](O)[C@@H](O)[C@H](N=C(N)N)[C@@H](O)[C@@H]2N=C(N)N)[C@H]([O:25][C@@H:26]2[O:31][C@@H:30]([CH2:32][OH:33])[C@H:29]([OH:34])[C@@H:28]([OH:35])[C@@H:27]2NC)[C@@]1(O)C=O.[OH:41]S(O)(=O)=O.N[C@H](C(O)=O)CCCCN. (2) Given the product [Cl:1][C:2]1[CH:3]=[C:4]2[C:8](=[CH:9][CH:10]=1)[N:7]([CH3:11])[C:6]([C:12]([NH:36][C@@H:34]([C:30]1[CH:29]=[C:28]([CH:33]=[CH:32][CH:31]=1)[O:27][C:24]1[CH:25]=[CH:26][C:21]([CH2:20][CH2:19][C:18]([OH:38])=[O:17])=[C:22]([CH3:37])[CH:23]=1)[CH3:35])=[O:14])=[C:5]2[CH3:15], predict the reactants needed to synthesize it. The reactants are: [Cl:1][C:2]1[CH:3]=[C:4]2[C:8](=[CH:9][CH:10]=1)[N:7]([CH3:11])[C:6]([C:12]([OH:14])=O)=[C:5]2[CH3:15].C[O:17][C:18](=[O:38])[CH2:19][CH2:20][C:21]1[CH:26]=[CH:25][C:24]([O:27][C:28]2[CH:33]=[CH:32][CH:31]=[C:30]([C@H:34]([NH2:36])[CH3:35])[CH:29]=2)=[CH:23][C:22]=1[CH3:37]. (3) The reactants are: C1(N=C=NC2CCCCC2)CCCCC1.[OH:16][C:17]1[CH:27]=[CH:26][C:20]([CH:21]([OH:25])[C:22]([OH:24])=O)=[CH:19][C:18]=1[O:28][CH3:29].ON1C(=O)CCC1=O.[CH3:38][CH2:39][CH2:40][CH:41]([NH2:45])[CH2:42][CH2:43][CH3:44].C(=O)(O)[O-].[Na+].Cl. Given the product [CH3:38][CH2:39][CH2:40][CH:41]([NH:45][C:22](=[O:24])[CH:21]([OH:25])[C:20]1[CH:26]=[CH:27][C:17]([OH:16])=[C:18]([O:28][CH3:29])[CH:19]=1)[CH2:42][CH2:43][CH3:44], predict the reactants needed to synthesize it. (4) Given the product [F:36][C:32]1[CH:31]=[C:30]([CH:35]=[CH:34][CH:33]=1)[CH2:29][N:25]1[C:26]2[C:22](=[CH:21][C:20]([NH:19][C:17]3[C:18]4=[C:10]([CH2:9][N:41]5[CH2:42][CH2:43][CH:38]([NH:37][CH:44]=[O:45])[CH2:39][CH2:40]5)[CH:11]=[CH:12][N:13]4[N:14]=[CH:15][N:16]=3)=[CH:28][CH:27]=2)[CH:23]=[N:24]1, predict the reactants needed to synthesize it. The reactants are: C1(S([CH2:9][C:10]2[CH:11]=[CH:12][N:13]3[C:18]=2[C:17]([NH:19][C:20]2[CH:21]=[C:22]4[C:26](=[CH:27][CH:28]=2)[N:25]([CH2:29][C:30]2[CH:35]=[CH:34][CH:33]=[C:32]([F:36])[CH:31]=2)[N:24]=[CH:23]4)=[N:16][CH:15]=[N:14]3)=O)C=CC=CC=1.[NH2:37][CH:38]1[CH2:43][CH2:42][NH:41][CH2:40][CH2:39]1.[CH:44](OCC)=[O:45].